Dataset: NCI-60 drug combinations with 297,098 pairs across 59 cell lines. Task: Regression. Given two drug SMILES strings and cell line genomic features, predict the synergy score measuring deviation from expected non-interaction effect. (1) Drug 1: C1=NC2=C(N=C(N=C2N1C3C(C(C(O3)CO)O)O)F)N. Drug 2: C1CC(C1)(C(=O)O)C(=O)O.[NH2-].[NH2-].[Pt+2]. Cell line: SNB-19. Synergy scores: CSS=27.1, Synergy_ZIP=-7.92, Synergy_Bliss=-2.18, Synergy_Loewe=-0.662, Synergy_HSA=-0.816. (2) Drug 1: CC1=C2C(C(=O)C3(C(CC4C(C3C(C(C2(C)C)(CC1OC(=O)C(C(C5=CC=CC=C5)NC(=O)C6=CC=CC=C6)O)O)OC(=O)C7=CC=CC=C7)(CO4)OC(=O)C)O)C)OC(=O)C. Drug 2: CCN(CC)CCCC(C)NC1=C2C=C(C=CC2=NC3=C1C=CC(=C3)Cl)OC. Cell line: SF-295. Synergy scores: CSS=18.9, Synergy_ZIP=6.27, Synergy_Bliss=4.75, Synergy_Loewe=-37.7, Synergy_HSA=4.83. (3) Drug 1: C(CC(=O)O)C(=O)CN.Cl. Drug 2: C(CCl)NC(=O)N(CCCl)N=O. Cell line: RPMI-8226. Synergy scores: CSS=34.7, Synergy_ZIP=5.15, Synergy_Bliss=5.51, Synergy_Loewe=9.09, Synergy_HSA=8.80. (4) Drug 1: CC1OCC2C(O1)C(C(C(O2)OC3C4COC(=O)C4C(C5=CC6=C(C=C35)OCO6)C7=CC(=C(C(=C7)OC)O)OC)O)O. Drug 2: CC1C(C(CC(O1)OC2CC(OC(C2O)C)OC3=CC4=CC5=C(C(=O)C(C(C5)C(C(=O)C(C(C)O)O)OC)OC6CC(C(C(O6)C)O)OC7CC(C(C(O7)C)O)OC8CC(C(C(O8)C)O)(C)O)C(=C4C(=C3C)O)O)O)O. Cell line: SR. Synergy scores: CSS=47.6, Synergy_ZIP=6.95, Synergy_Bliss=5.10, Synergy_Loewe=-1.44, Synergy_HSA=6.47.